Dataset: Full USPTO retrosynthesis dataset with 1.9M reactions from patents (1976-2016). Task: Predict the reactants needed to synthesize the given product. (1) Given the product [C:18]([C:2]1[CH:7]=[CH:6][C:5]([C@@H:8]([NH:10][C:11](=[O:17])[O:12][C:13]([CH3:16])([CH3:15])[CH3:14])[CH3:9])=[CH:4][CH:3]=1)#[N:19], predict the reactants needed to synthesize it. The reactants are: Br[C:2]1[CH:7]=[CH:6][C:5]([C@@H:8]([NH:10][C:11](=[O:17])[O:12][C:13]([CH3:16])([CH3:15])[CH3:14])[CH3:9])=[CH:4][CH:3]=1.[CH3:18][N:19](C)C=O. (2) Given the product [Cl:31][C:32]1[CH:37]=[CH:36][CH:35]=[CH:34][C:33]=1[O:38][CH:24]1[CH2:28][CH2:29][N:1]([C:2]2[CH:13]=[CH:12][C:5]([O:6][CH2:7][C:8]([OH:10])([CH3:11])[CH3:9])=[C:4]([O:14][CH3:15])[CH:3]=2)[C:25]1=[O:26], predict the reactants needed to synthesize it. The reactants are: [NH2:1][C:2]1[CH:13]=[CH:12][C:5]([O:6][CH2:7][C:8]([CH3:11])([OH:10])[CH3:9])=[C:4]([O:14][CH3:15])[CH:3]=1.CCN(CC)CC.Br[CH:24]([CH2:28][CH2:29]Br)[C:25](Cl)=[O:26].[Cl:31][C:32]1[CH:37]=[CH:36][CH:35]=[CH:34][C:33]=1[OH:38].[OH-].[K+]. (3) Given the product [OH:25][CH:24]([CH2:22][CH3:23])[CH2:26][N:1]1[CH2:2][CH2:3][C:4]2([O:11][C:10]3[C:12]4[C:17]([C:18](=[O:21])[C:19](=[O:20])[C:9]=3[S:8][CH2:7]2)=[CH:16][CH:15]=[CH:14][CH:13]=4)[CH2:5][CH2:6]1, predict the reactants needed to synthesize it. The reactants are: [NH:1]1[CH2:6][CH2:5][C:4]2([O:11][C:10]3[C:12]4[C:17]([C:18](=[O:21])[C:19](=[O:20])[C:9]=3[S:8][CH2:7]2)=[CH:16][CH:15]=[CH:14][CH:13]=4)[CH2:3][CH2:2]1.[CH2:22]([CH:24]1[CH2:26][O:25]1)[CH3:23].